This data is from Forward reaction prediction with 1.9M reactions from USPTO patents (1976-2016). The task is: Predict the product of the given reaction. (1) Given the reactants NC(N)=[S:3].Br[C:6]([CH:9]1[CH2:14][CH2:13][CH2:12][CH2:11][CH2:10]1)([CH3:8])[CH3:7], predict the reaction product. The product is: [CH:9]1([C:6]([SH:3])([CH3:8])[CH3:7])[CH2:14][CH2:13][CH2:12][CH2:11][CH2:10]1. (2) Given the reactants [OH:1][C:2]1[CH:3]=[C:4]([CH:7]=[CH:8][C:9]=1[I:10])[C:5]#[N:6].[C:11]([O:15][C:16]([N:18]1[CH2:22][CH2:21][CH2:20][C@@H:19]1[CH2:23]OS(CC1C=CC(C)=CC=1)(=O)=O)=[O:17])([CH3:14])([CH3:13])[CH3:12].C(=O)([O-])[O-].[K+].[K+].C(OCC)(=O)C, predict the reaction product. The product is: [I:10][C:9]1[CH:8]=[CH:7][C:4]([C:5]#[N:6])=[CH:3][C:2]=1[O:1][CH2:23][C@H:19]1[CH2:20][CH2:21][CH2:22][N:18]1[C:16]([O:15][C:11]([CH3:12])([CH3:14])[CH3:13])=[O:17]. (3) Given the reactants [Cl:1][C:2]1[CH:3]=[C:4]([CH:12]([CH2:22][CH:23]2[CH2:27][CH2:26][C:25](=O)[CH2:24]2)[C:13]([NH:15][C:16]2[CH:21]=[N:20][CH:19]=[CH:18][N:17]=2)=[O:14])[CH:5]=[CH:6][C:7]=1[S:8]([CH3:11])(=[O:10])=[O:9].Cl.[CH3:30][O:31][NH2:32], predict the reaction product. The product is: [Cl:1][C:2]1[CH:3]=[C:4]([CH:12]([CH2:22][CH:23]2[CH2:27][CH2:26][C:25](=[N:32][O:31][CH3:30])[CH2:24]2)[C:13]([NH:15][C:16]2[CH:21]=[N:20][CH:19]=[CH:18][N:17]=2)=[O:14])[CH:5]=[CH:6][C:7]=1[S:8]([CH3:11])(=[O:10])=[O:9].